From a dataset of Forward reaction prediction with 1.9M reactions from USPTO patents (1976-2016). Predict the product of the given reaction. (1) The product is: [Cl:29][C:24]1[CH:25]=[CH:26][CH:27]=[CH:28][C:23]=1[O:22][CH2:21][CH2:20][CH2:19][O:18][C:15]1[CH:16]=[CH:17][C:12]([C@@H:11]2[C@@H:10]([O:30][CH2:31][C:32]3[CH:33]=[CH:34][C:35]4[O:40][CH2:39][CH2:38][N:37]([CH2:41][CH2:42][CH2:43][O:44][CH3:45])[C:36]=4[CH:46]=3)[CH2:9][N:8]([C:47]([O:49][C:50]([CH3:53])([CH3:51])[CH3:52])=[O:48])[CH2:7][C@H:6]2[O:5][CH2:4][C:1](=[O:3])[NH:54][CH2:55][CH2:56][OH:57])=[CH:13][CH:14]=1. Given the reactants [C:1]([CH2:4][O:5][C@H:6]1[C@H:11]([C:12]2[CH:17]=[CH:16][C:15]([O:18][CH2:19][CH2:20][CH2:21][O:22][C:23]3[CH:28]=[CH:27][CH:26]=[CH:25][C:24]=3[Cl:29])=[CH:14][CH:13]=2)[C@@H:10]([O:30][CH2:31][C:32]2[CH:33]=[CH:34][C:35]3[O:40][CH2:39][CH2:38][N:37]([CH2:41][CH2:42][CH2:43][O:44][CH3:45])[C:36]=3[CH:46]=2)[CH2:9][N:8]([C:47]([O:49][C:50]([CH3:53])([CH3:52])[CH3:51])=[O:48])[CH2:7]1)([OH:3])=O.[NH2:54][CH2:55][CH2:56][OH:57], predict the reaction product. (2) The product is: [C:1]([NH:4][C:5]1[C:6]([Br:17])=[C:7]2[C:11](=[CH:12][CH:13]=1)[C:10](=[O:14])[CH:9]([CH2:15][CH3:16])[CH2:8]2)(=[O:3])[CH3:2]. Given the reactants [C:1]([NH:4][C:5]1[CH:6]=[C:7]2[C:11](=[CH:12][CH:13]=1)[C:10](=[O:14])[CH:9]([CH2:15][CH3:16])[CH2:8]2)(=[O:3])[CH3:2].[Br:17]N1C(=O)CCC1=O, predict the reaction product.